Dataset: Peptide-MHC class I binding affinity with 185,985 pairs from IEDB/IMGT. Task: Regression. Given a peptide amino acid sequence and an MHC pseudo amino acid sequence, predict their binding affinity value. This is MHC class I binding data. (1) The peptide sequence is AAVDLSHFL. The MHC is HLA-B35:01 with pseudo-sequence HLA-B35:01. The binding affinity (normalized) is 0. (2) The peptide sequence is MAAAAFPAL. The MHC is BoLA-HD6 with pseudo-sequence BoLA-HD6. The binding affinity (normalized) is 0.323. (3) The peptide sequence is LETLMLVAL. The MHC is HLA-B44:02 with pseudo-sequence HLA-B44:02. The binding affinity (normalized) is 0.352. (4) The peptide sequence is SRALLLNKY. The MHC is HLA-B15:01 with pseudo-sequence HLA-B15:01. The binding affinity (normalized) is 0.102. (5) The peptide sequence is YASIINRDII. The MHC is HLA-A02:01 with pseudo-sequence HLA-A02:01. The binding affinity (normalized) is 0.180. (6) The peptide sequence is NVTLFYCDER. The MHC is HLA-A11:01 with pseudo-sequence HLA-A11:01. The binding affinity (normalized) is 0.266. (7) The peptide sequence is IFGNLSPET. The MHC is HLA-A02:01 with pseudo-sequence HLA-A02:01. The binding affinity (normalized) is 0.00511. (8) The peptide sequence is EMSLADYLY. The MHC is HLA-A26:01 with pseudo-sequence HLA-A26:01. The binding affinity (normalized) is 0.0847. (9) The peptide sequence is TLVDICFWS. The MHC is HLA-A02:01 with pseudo-sequence HLA-A02:01. The binding affinity (normalized) is 0.673. (10) The peptide sequence is KIKGWLSTY. The MHC is Mamu-B17 with pseudo-sequence Mamu-B17. The binding affinity (normalized) is 0.